Dataset: Forward reaction prediction with 1.9M reactions from USPTO patents (1976-2016). Task: Predict the product of the given reaction. Given the reactants [CH2:1](N(CC)CC)[CH3:2].[Cl-].[Mg+2].[Cl-].[C:11]([O-:17])(=[O:16])[CH2:12][C:13]([O-:15])=O.[K+].[K+].[Cl:20][C:21]1[C:22](C(Cl)=O)=[N:23][CH:24]=[CH:25][CH:26]=1, predict the reaction product. The product is: [CH2:1]([O:17][C:11](=[O:16])[CH2:12][C:13]([C:22]1[C:21]([Cl:20])=[CH:26][CH:25]=[CH:24][N:23]=1)=[O:15])[CH3:2].